This data is from Full USPTO retrosynthesis dataset with 1.9M reactions from patents (1976-2016). The task is: Predict the reactants needed to synthesize the given product. (1) Given the product [F:12][C:11]([F:14])([F:13])[C:8]1[N:7]=[CH:6][C:5]([C:4](=[O:15])[CH3:17])=[CH:10][CH:9]=1, predict the reactants needed to synthesize it. The reactants are: CON(C)[C:4](=[O:15])[C:5]1[CH:10]=[CH:9][C:8]([C:11]([F:14])([F:13])[F:12])=[N:7][CH:6]=1.[CH3:17][Mg]Br.C1(C)C=CC=CC=1.C1COCC1. (2) Given the product [CH3:1][S:2]([C:5]1[CH:14]=[C:13]2[C:8]([CH2:9][CH2:10][CH2:11][NH:12]2)=[CH:7][CH:6]=1)(=[O:4])=[O:3], predict the reactants needed to synthesize it. The reactants are: [CH3:1][S:2]([C:5]1[CH:14]=[C:13]2[C:8]([CH:9]=[CH:10][CH:11]=[N:12]2)=[CH:7][CH:6]=1)(=[O:4])=[O:3].C(OC(C1CC(C(OCC)=O)=C(C)NC=1C)=O)C. (3) Given the product [CH:1]([N:4]([CH2:8][CH2:9][CH:10]([C:17]1[CH:22]=[C:21]([CH2:23][OH:24])[CH:20]=[CH:19][C:18]=1[O:27][CH2:28][C:29]1[CH:30]=[CH:31][CH:32]=[CH:33][CH:34]=1)[C:11]1[CH:16]=[CH:15][CH:14]=[CH:13][CH:12]=1)[CH:5]([CH3:7])[CH3:6])([CH3:2])[CH3:3], predict the reactants needed to synthesize it. The reactants are: [CH:1]([N:4]([CH2:8][CH2:9][CH:10]([C:17]1[CH:22]=[C:21]([C:23](OC)=[O:24])[CH:20]=[CH:19][C:18]=1[O:27][CH2:28][C:29]1[CH:34]=[CH:33][CH:32]=[CH:31][CH:30]=1)[C:11]1[CH:16]=[CH:15][CH:14]=[CH:13][CH:12]=1)[CH:5]([CH3:7])[CH3:6])([CH3:3])[CH3:2].[H-].[Al+3].[Li+].[H-].[H-].[H-]. (4) The reactants are: Br[C:2]1[CH:11]=[CH:10][C:9]2[C:4](=[CH:5][CH:6]=[CH:7][CH:8]=2)[N:3]=1.[C:12]([C:14]1[CH:19]=[CH:18][C:17]([C:20]2[C:24]([C:25]3[CH:30]=[CH:29][N:28]=[CH:27]N=3)=[CH:23][N:22]([CH3:31])[N:21]=2)=[CH:16][CH:15]=1)#[CH:13].[CH3:32]CN(CC)CC.O1CCOCC1. Given the product [CH3:31][N:22]1[CH:23]=[C:24]([C:25]2[CH:32]=[CH:27][N:28]=[CH:29][CH:30]=2)[C:20]([C:17]2[CH:18]=[CH:19][C:14]([C:12]#[C:13][C:2]3[CH:11]=[CH:10][C:9]4[C:4](=[CH:5][CH:6]=[CH:7][CH:8]=4)[N:3]=3)=[CH:15][CH:16]=2)=[N:21]1, predict the reactants needed to synthesize it. (5) Given the product [C:24]([C:26]1([C:29]([NH:8][NH:7][C:5](=[O:6])[C:4]2[CH:9]=[C:10]([CH2:13][CH2:14][CH2:15][CH2:16][CH2:17][CH2:18][CH2:19][CH2:20][CH2:21][CH2:22][CH3:23])[CH:11]=[CH:12][C:3]=2[O:2][CH3:1])=[O:30])[CH2:28][CH2:27]1)#[N:25], predict the reactants needed to synthesize it. The reactants are: [CH3:1][O:2][C:3]1[CH:12]=[CH:11][C:10]([CH2:13][CH2:14][CH2:15][CH2:16][CH2:17][CH2:18][CH2:19][CH2:20][CH2:21][CH2:22][CH3:23])=[CH:9][C:4]=1[C:5]([NH:7][NH2:8])=[O:6].[C:24]([C:26]1([C:29](O)=[O:30])[CH2:28][CH2:27]1)#[N:25]. (6) Given the product [NH2:3][CH2:12][C@@H:13]([NH:25][C:26]([C:28]1[S:29][C:30]([CH2:39][CH3:40])=[C:31]([C:33]2[N:37]([CH3:38])[N:36]=[CH:35][CH:34]=2)[CH:32]=1)=[O:27])[CH2:14][C:15]1[CH:20]=[CH:19][CH:18]=[CH:17][C:16]=1[C:21]([F:24])([F:23])[F:22], predict the reactants needed to synthesize it. The reactants are: O=C1C2C(=CC=CC=2)C(=O)[N:3]1[CH2:12][C@@H:13]([NH:25][C:26]([C:28]1[S:29][C:30]([CH2:39][CH3:40])=[C:31]([C:33]2[N:37]([CH3:38])[N:36]=[CH:35][CH:34]=2)[CH:32]=1)=[O:27])[CH2:14][C:15]1[CH:20]=[CH:19][CH:18]=[CH:17][C:16]=1[C:21]([F:24])([F:23])[F:22].NN.Cl. (7) Given the product [ClH:32].[CH3:1][N:2]1[C:6]2=[N:7][C:8]([N:11]3[CH:16]=[CH:15][C:14]([C:17]4[CH:18]=[CH:19][C:20]([C:23]([F:26])([F:25])[F:24])=[CH:21][CH:22]=4)=[CH:13][C:12]3=[O:27])=[CH:9][CH:10]=[C:5]2[C:4]2[CH2:28][NH:29][CH2:30][CH2:31][C:3]1=2, predict the reactants needed to synthesize it. The reactants are: [CH3:1][N:2]1[C:6]2=[N:7][C:8]([N:11]3[CH:16]=[CH:15][C:14]([C:17]4[CH:22]=[CH:21][C:20]([C:23]([F:26])([F:25])[F:24])=[CH:19][CH:18]=4)=[CH:13][C:12]3=[O:27])=[CH:9][CH:10]=[C:5]2[C:4]2[CH2:28][NH:29][CH2:30][CH2:31][C:3]1=2.[ClH:32]. (8) The reactants are: [C:1]1([CH:7]2[C:11]3([CH2:14][CH2:13][CH2:12]3)[O:10][C:9](=[O:15])[NH:8]2)[CH:6]=[CH:5][CH:4]=[CH:3][CH:2]=1.I[C:17]1[CH:35]=[CH:34][C:20]([C:21]([NH:23][C:24]2[CH:25]=[CH:26][CH:27]=[C:28]3[C:33]=2[N:32]=[CH:31][CH:30]=[CH:29]3)=[O:22])=[CH:19][CH:18]=1.C([O-])([O-])=O.[Cs+].[Cs+].CC(C1C=C(C(C)C)C(C2C=CC=CC=2P(C2CCCCC2)C2CCCCC2)=C(C(C)C)C=1)C. Given the product [O:15]=[C:9]1[N:8]([C:17]2[CH:35]=[CH:34][C:20]([C:21]([NH:23][C:24]3[CH:25]=[CH:26][CH:27]=[C:28]4[C:33]=3[N:32]=[CH:31][CH:30]=[CH:29]4)=[O:22])=[CH:19][CH:18]=2)[CH:7]([C:1]2[CH:2]=[CH:3][CH:4]=[CH:5][CH:6]=2)[C:11]2([CH2:14][CH2:13][CH2:12]2)[O:10]1, predict the reactants needed to synthesize it.